Dataset: Reaction yield outcomes from USPTO patents with 853,638 reactions. Task: Predict the reaction yield, written as a fraction of the theoretical maximum amount of product (1.0 means a 100% yield; for example, 0.34 means a 34% yield). (1) The reactants are [N:1]([CH2:4][CH2:5][O:6][C:7]1[CH:8]=[CH:9][C:10]2[C:14]([C:15]3[CH:20]=[CH:19][C:18]([C:21]([F:24])([F:23])[F:22])=[CH:17][CH:16]=3)=[C:13]([CH3:25])[S:12][C:11]=2[CH:26]=1)=[N+]=[N-].C1(P(C2C=CC=CC=2)C2C=CC=CC=2)C=CC=CC=1.O. The catalyst is O1CCCC1. The product is [CH3:25][C:13]1[S:12][C:11]2[CH:26]=[C:7]([O:6][CH2:5][CH2:4][NH2:1])[CH:8]=[CH:9][C:10]=2[C:14]=1[C:15]1[CH:20]=[CH:19][C:18]([C:21]([F:24])([F:22])[F:23])=[CH:17][CH:16]=1. The yield is 0.934. (2) The reactants are C[O:2][C:3](=[O:22])[C:4]1[CH:9]=[CH:8][C:7]([O:10][CH3:11])=[C:6]([NH:12][C:13]([NH:15][C:16]2[CH:21]=[N:20][CH:19]=[CH:18][N:17]=2)=[O:14])[CH:5]=1.[OH-].[Li+].Cl. The catalyst is CO. The product is [CH3:11][O:10][C:7]1[CH:8]=[CH:9][C:4]([C:3]([OH:22])=[O:2])=[CH:5][C:6]=1[NH:12][C:13]([NH:15][C:16]1[CH:21]=[N:20][CH:19]=[CH:18][N:17]=1)=[O:14]. The yield is 0.580. (3) The reactants are [C:1]1([N:7]2[C:15]3[CH2:14][CH2:13][CH2:12][C:11](=[CH:16][C:17]([N:19]4[CH2:24][CH2:23][O:22][CH2:21][CH2:20]4)=O)[C:10]=3[CH:9]=[N:8]2)[CH:6]=[CH:5][CH:4]=[CH:3][CH:2]=1.[H-].[H-].[H-].[H-].[Li+].[Al+3].N1(CC=C2CCCC3N(C4C=CC=CC=4)N=CC2=3)CCOCC1. The catalyst is C1COCC1. The product is [N:19]1([CH2:17]/[CH:16]=[C:11]2/[C:10]3[CH:9]=[N:8][N:7]([C:1]4[CH:2]=[CH:3][CH:4]=[CH:5][CH:6]=4)[C:15]=3[CH2:14][CH2:13][CH2:12]/2)[CH2:24][CH2:23][O:22][CH2:21][CH2:20]1. The yield is 0.310. (4) The yield is 0.490. The catalyst is O. The reactants are [CH2:1]([N:8]1[CH2:13][CH2:12][CH:11]([NH:14][CH:15]([C:18]2[CH:23]=[CH:22][N:21]=[CH:20][CH:19]=2)[C:16]#N)[CH2:10][CH2:9]1)[C:2]1[CH:7]=[CH:6][CH:5]=[CH:4][CH:3]=1.[F:24][C:25]1[CH:30]=[CH:29][C:28](C=CC=O)=[CH:27][CH:26]=1.C(=O)([O-])[O-].[K+].[K+].C(=O)([O-])O.[Na+].CN(C)[C:48](=O)[CH3:49]. The product is [CH2:1]([N:8]1[CH2:9][CH2:10][CH:11]([N:14]2[CH:49]=[CH:48][C:16]([C:28]3[CH:29]=[CH:30][C:25]([F:24])=[CH:26][CH:27]=3)=[C:15]2[C:18]2[CH:23]=[CH:22][N:21]=[CH:20][CH:19]=2)[CH2:12][CH2:13]1)[C:2]1[CH:3]=[CH:4][CH:5]=[CH:6][CH:7]=1.